This data is from Reaction yield outcomes from USPTO patents with 853,638 reactions. The task is: Predict the reaction yield, written as a fraction of the theoretical maximum amount of product (1.0 means a 100% yield; for example, 0.34 means a 34% yield). The reactants are [CH3:1][C:2]1[CH:7]=[CH:6][C:5]([C:8]2[CH:9]=[N:10][CH:11]=[N:12][CH:13]=2)=[CH:4][C:3]=1[N+:14]([O-])=O. The catalyst is O1CCCC1.CO.[Pd]. The yield is 0.965. The product is [NH2:14][C:3]1[CH:4]=[C:5]([C:8]2[CH:13]=[N:12][CH:11]=[N:10][CH:9]=2)[CH:6]=[CH:7][C:2]=1[CH3:1].